Binary Classification. Given a drug SMILES string, predict its activity (active/inactive) in a high-throughput screening assay against a specified biological target. From a dataset of M1 muscarinic receptor antagonist screen with 61,756 compounds. (1) The molecule is Clc1ccc(n2c(N3CCCC3)nc3c(c2=O)cccc3)cc1. The result is 0 (inactive). (2) The result is 0 (inactive). The compound is S(c1oc(nn1)c1cc2c(c([nH]c2cc1)C)C)CC(=O)c1ccc(F)cc1. (3) The drug is s1c(nnc1NC(OCCCC)=O)c1c(OC)cccc1. The result is 0 (inactive).